From a dataset of Peptide-MHC class II binding affinity with 134,281 pairs from IEDB. Regression. Given a peptide amino acid sequence and an MHC pseudo amino acid sequence, predict their binding affinity value. This is MHC class II binding data. (1) The peptide sequence is AATQARAAAAAFEAA. The MHC is DRB1_1101 with pseudo-sequence DRB1_1101. The binding affinity (normalized) is 0.114. (2) The peptide sequence is VDRDTARRHLAEGKV. The MHC is DRB1_1301 with pseudo-sequence DRB1_1301. The binding affinity (normalized) is 0.423. (3) The peptide sequence is MWKQITNELNYVLWE. The binding affinity (normalized) is 0.596. The MHC is DRB1_1302 with pseudo-sequence DRB1_1302. (4) The peptide sequence is FWADYEEEFR. The MHC is HLA-DQA10501-DQB10201 with pseudo-sequence HLA-DQA10501-DQB10201. The binding affinity (normalized) is 0.266.